This data is from Catalyst prediction with 721,799 reactions and 888 catalyst types from USPTO. The task is: Predict which catalyst facilitates the given reaction. (1) Reactant: Cl[C:2]1[CH:7]=[CH:6][C:5]([C:8]2[CH:13]=[CH:12][CH:11]=[C:10]([F:14])[CH:9]=2)=[CH:4][C:3]=1[O:15][CH2:16][C:17]#[N:18].COC1C=CC=C(OC)C=1C1C=CC=CC=1P(C1CCCCC1)C1CCCCC1.[B:48]1([B:48]2[O:52][C:51]([CH3:54])([CH3:53])[C:50]([CH3:56])([CH3:55])[O:49]2)[O:52][C:51]([CH3:54])([CH3:53])[C:50]([CH3:56])([CH3:55])[O:49]1.C([O-])(=O)C.[K+]. Product: [F:14][C:10]1[CH:9]=[C:8]([C:5]2[CH:6]=[CH:7][C:2]([B:48]3[O:52][C:51]([CH3:54])([CH3:53])[C:50]([CH3:56])([CH3:55])[O:49]3)=[C:3]([O:15][CH2:16][C:17]#[N:18])[CH:4]=2)[CH:13]=[CH:12][CH:11]=1. The catalyst class is: 102. (2) Reactant: [OH:1][C:2]1[CH:7]=[CH:6][C:5]([CH2:8][C:9]([O:11][CH3:12])=[O:10])=[CH:4][CH:3]=1.[H-].[Na+].Cl[C:16]1[CH:21]=[C:20]([N:22]([CH2:31][O:32][CH2:33][CH2:34][Si:35]([CH3:38])([CH3:37])[CH3:36])[CH2:23][O:24][CH2:25][CH2:26][Si:27]([CH3:30])([CH3:29])[CH3:28])[N:19]2[N:39]=[CH:40][CH:41]=[C:18]2[N:17]=1.[NH4+].[Cl-]. Product: [CH3:36][Si:35]([CH3:38])([CH3:37])[CH2:34][CH2:33][O:32][CH2:31][N:22]([CH2:23][O:24][CH2:25][CH2:26][Si:27]([CH3:30])([CH3:29])[CH3:28])[C:20]1[N:19]2[N:39]=[CH:40][CH:41]=[C:18]2[N:17]=[C:16]([O:1][C:2]2[CH:3]=[CH:4][C:5]([CH2:8][C:9]([O:11][CH3:12])=[O:10])=[CH:6][CH:7]=2)[CH:21]=1. The catalyst class is: 3. (3) Reactant: C[O:2][C:3](=[O:13])[CH:4]=[CH:5][C:6]1[CH:7]=[N:8][C:9]([Br:12])=[CH:10][CH:11]=1.[OH-].[Na+].O.Cl. Product: [Br:12][C:9]1[N:8]=[CH:7][C:6]([CH:5]=[CH:4][C:3]([OH:13])=[O:2])=[CH:11][CH:10]=1. The catalyst class is: 12. (4) Reactant: [Cl:1][C:2]1[S:10][C:9]2[S:8](=[O:12])(=[O:11])[NH:7][CH2:6][CH:5]([OH:13])[C:4]=2[CH:3]=1.[H-].[Na+].[Br:16][CH2:17][CH2:18][CH2:19][CH2:20]Br. Product: [Cl:1][C:2]1[S:10][C:9]2[S:8](=[O:11])(=[O:12])[N:7]([CH2:20][CH2:19][CH2:18][CH2:17][Br:16])[CH2:6][CH:5]([OH:13])[C:4]=2[CH:3]=1. The catalyst class is: 9.